This data is from Full USPTO retrosynthesis dataset with 1.9M reactions from patents (1976-2016). The task is: Predict the reactants needed to synthesize the given product. (1) Given the product [CH3:3][C:2]1[N:34]=[N:4][C:5]([N:8]2[CH2:11][CH:10]([C:12]([NH:14][C:15]3[CH:20]=[CH:19][C:18]([CH:21]4[CH2:22][CH2:23][N:24]([C:27]([O:29][C:30]([CH3:33])([CH3:32])[CH3:31])=[O:28])[CH2:25][CH2:26]4)=[CH:17][CH:16]=3)=[O:13])[CH2:9]2)=[CH:6][CH:7]=1, predict the reactants needed to synthesize it. The reactants are: Br[C:2]1[CH:3]=[N:4][CH:5]=[CH:6][CH:7]=1.[NH:8]1[CH2:11][CH:10]([C:12]([NH:14][C:15]2[CH:20]=[CH:19][C:18]([CH:21]3[CH2:26][CH2:25][N:24]([C:27]([O:29][C:30]([CH3:33])([CH3:32])[CH3:31])=[O:28])[CH2:23][CH2:22]3)=[CH:17][CH:16]=2)=[O:13])[CH2:9]1.[NH:34]1CC(C(NC2C=CC(OC3CCN(C(OC(C)(C)C)=O)CC3)=CC=2)=O)C1. (2) Given the product [CH3:32][O:31][C:29](=[O:30])[CH2:28][CH2:27][C:24]1[CH:23]=[CH:22][C:21]([O:20][C:17]2[CH:18]=[CH:19][C:14]([CH2:13][CH:9]([NH:8][C:6]([O:5][C:1]([CH3:3])([CH3:4])[CH3:2])=[O:7])[C:10](=[O:12])[N:35]([CH3:36])[CH3:33])=[CH:15][CH:16]=2)=[CH:26][CH:25]=1, predict the reactants needed to synthesize it. The reactants are: [C:1]([O:5][C:6]([NH:8][CH:9]([CH2:13][C:14]1[CH:19]=[CH:18][C:17]([O:20][C:21]2[CH:26]=[CH:25][C:24]([CH2:27][CH2:28][C:29]([O:31][CH3:32])=[O:30])=[CH:23][CH:22]=2)=[CH:16][CH:15]=1)[C:10]([OH:12])=O)=[O:7])([CH3:4])([CH3:3])[CH3:2].[CH2:33]([N:35](CC)[CH2:36]C)C.F[P-](F)(F)(F)(F)F.N1(O[P+](N(C)C)(N(C)C)N(C)C)C2C=CC=CC=2N=N1.CNC. (3) Given the product [CH:1]([C:4]1[C:8]([CH2:9][CH2:10][C:11]([O:13][CH2:14][CH3:15])=[O:12])=[CH:7][N:6]([C:17]2[CH:22]=[CH:21][CH:20]=[C:19]([C:23]([F:26])([F:25])[F:24])[N:18]=2)[N:5]=1)([CH3:3])[CH3:2], predict the reactants needed to synthesize it. The reactants are: [CH:1]([C:4]1[C:8]([CH2:9][CH2:10][C:11]([O:13][CH2:14][CH3:15])=[O:12])=[CH:7][NH:6][N:5]=1)([CH3:3])[CH3:2].Cl[C:17]1[CH:22]=[CH:21][CH:20]=[C:19]([C:23]([F:26])([F:25])[F:24])[N:18]=1.[H-].[Na+].Cl. (4) Given the product [C:1]([C:3]1[CH:4]=[N:5][C:6]2[C:11]([CH:12]=1)=[CH:10][C:9]([O:13][CH:14]([S:24][CH3:25])[C:15]([NH:17][C:18]([CH:22]=[O:23])([CH3:21])[C:19]#[CH:20])=[O:16])=[CH:8][CH:7]=2)#[CH:2], predict the reactants needed to synthesize it. The reactants are: [C:1]([C:3]1[CH:4]=[N:5][C:6]2[C:11]([CH:12]=1)=[CH:10][C:9]([O:13][CH:14]([S:24][CH3:25])[C:15]([NH:17][C:18]([CH2:22][OH:23])([CH3:21])[C:19]#[CH:20])=[O:16])=[CH:8][CH:7]=2)#[CH:2].CC(OI1(OC(C)=O)(OC(C)=O)OC(=O)C2C=CC=CC1=2)=O. (5) Given the product [C:3]([C:5]1[C:13]2[C:8](=[CH:9][CH:10]=[CH:11][CH:12]=2)[N:7]([CH3:14])[N:6]=1)#[N:4], predict the reactants needed to synthesize it. The reactants are: [H-].[Na+].[C:3]([C:5]1[C:13]2[C:8](=[CH:9][CH:10]=[CH:11][CH:12]=2)[NH:7][N:6]=1)#[N:4].[CH3:14]I.